This data is from Full USPTO retrosynthesis dataset with 1.9M reactions from patents (1976-2016). The task is: Predict the reactants needed to synthesize the given product. (1) Given the product [F:1][C:2]1[CH:3]=[CH:4][C:5]([CH:8]2[C:12](=[O:13])[O:11][C:10](=[O:14])[N:9]2[C:16]([O:18][CH2:19][C:20]2[CH:25]=[CH:24][CH:23]=[CH:22][CH:21]=2)=[O:17])=[CH:6][CH:7]=1, predict the reactants needed to synthesize it. The reactants are: [F:1][C:2]1[CH:7]=[CH:6][C:5]([CH:8]2[C:12](=[O:13])[O:11][C:10](=[O:14])[NH:9]2)=[CH:4][CH:3]=1.Cl[C:16]([O:18][CH2:19][C:20]1[CH:25]=[CH:24][CH:23]=[CH:22][CH:21]=1)=[O:17].CN1CCOCC1. (2) Given the product [CH:3]1([C:9](=[O:11])[CH2:13][C:14]#[N:15])[CH2:4][CH2:5][CH2:6][CH2:7][CH2:8]1, predict the reactants needed to synthesize it. The reactants are: [H-].[Na+].[CH:3]1([C:9]([O:11]C)=O)[CH2:8][CH2:7][CH2:6][CH2:5][CH2:4]1.[CH3:13][C:14]#[N:15]. (3) Given the product [CH2:20]([O:32][C:33]([C:35]1[C:36]([C:41](=[O:42])[NH:8][C:7]2[CH:1]=[CH:2][N:3]([C@H:9]3[C:10]([F:17])([F:18])[C@H:11]([OH:16])[C@@H:12]([CH2:14][OH:15])[O:13]3)[C:4](=[O:5])[N:6]=2)=[N:37][CH:38]=[CH:39][N:40]=1)=[O:34])[CH2:21][CH2:22][CH2:23][CH2:24][CH2:25][CH2:26][CH2:27][CH2:28][CH2:29][CH2:30][CH3:31], predict the reactants needed to synthesize it. The reactants are: [CH:1]1[C:7]([NH2:8])=[N:6][C:4](=[O:5])[N:3]([C@@H:9]2[O:13][C@H:12]([CH2:14][OH:15])[C@@H:11]([OH:16])[C:10]2([F:18])[F:17])[CH:2]=1.Cl.[CH2:20]([O:32][C:33]([C:35]1[C:36]([C:41](O)=[O:42])=[N:37][CH:38]=[CH:39][N:40]=1)=[O:34])[CH2:21][CH2:22][CH2:23][CH2:24][CH2:25][CH2:26][CH2:27][CH2:28][CH2:29][CH2:30][CH3:31].F[P-](F)(F)(F)(F)F.N1(O[P+](N2CCCC2)(N2CCCC2)N2CCCC2)C2C=CC=CC=2N=N1.O.